From a dataset of Full USPTO retrosynthesis dataset with 1.9M reactions from patents (1976-2016). Predict the reactants needed to synthesize the given product. (1) Given the product [NH2:1][C:2]1[C:11]([C:12]#[N:13])=[C:10]([NH:25][CH2:18][C:19]2[CH:24]=[CH:23][CH:22]=[CH:21][CH:20]=2)[C:9]2[C:4](=[CH:5][CH:6]=[C:7]([N:15]([CH3:17])[CH3:16])[CH:8]=2)[N:3]=1, predict the reactants needed to synthesize it. The reactants are: [NH2:1][C:2]1[C:11]([C:12]#[N:13])=[C:10](Cl)[C:9]2[C:4](=[CH:5][CH:6]=[C:7]([N:15]([CH3:17])[CH3:16])[CH:8]=2)[N:3]=1.[CH2:18]([NH2:25])[C:19]1[CH:24]=[CH:23][CH:22]=[CH:21][CH:20]=1. (2) Given the product [O:20]=[C:14]1[CH:13]([N:7]2[CH2:6][C:5]3[C:9](=[CH:10][CH:11]=[C:3]([CH2:2][NH:1][C:34]([N:28]4[CH2:33][CH2:32][O:31][CH2:30][CH2:29]4)=[O:35])[CH:4]=3)[C:8]2=[O:12])[CH2:18][CH2:17][C:16](=[O:19])[NH:15]1, predict the reactants needed to synthesize it. The reactants are: [NH2:1][CH2:2][C:3]1[CH:4]=[C:5]2[C:9](=[CH:10][CH:11]=1)[C:8](=[O:12])[N:7]([CH:13]1[CH2:18][CH2:17][C:16](=[O:19])[NH:15][C:14]1=[O:20])[CH2:6]2.C(N(CC)CC)C.[N:28]1([C:34](Cl)=[O:35])[CH2:33][CH2:32][O:31][CH2:30][CH2:29]1.